Predict the reactants needed to synthesize the given product. From a dataset of Full USPTO retrosynthesis dataset with 1.9M reactions from patents (1976-2016). Given the product [N:6]1[CH:7]=[CH:8][O:9][C:4]2[C:5]=1[CH:17]=[C:18]1[C:2]([CH:3]=2)=[N:1][C:23](=[O:24])[CH:22]=[CH:21]1, predict the reactants needed to synthesize it. The reactants are: [NH2:1][C:2]1[CH:18]=[CH:17][C:5]2[N:6](CC(F)(F)F)[CH2:7][CH:8](CC)[O:9][C:4]=2[CH:3]=1.FC(F)(F)[C:21](=O)[CH2:22][C:23](OCC)=[O:24].